From a dataset of Forward reaction prediction with 1.9M reactions from USPTO patents (1976-2016). Predict the product of the given reaction. The product is: [CH2:1]([O:8][C:9]([C:11]1[CH:20]=[C:19]([O:21][CH2:22][C:23]2[CH:28]=[CH:27][CH:26]=[CH:25][CH:24]=2)[C:18]2[C:13](=[C:14]([O:30][CH2:31][C:32]3[CH:37]=[CH:36][CH:35]=[CH:34][CH:33]=3)[CH:15]=[C:16]([C:52]3[CH:51]=[C:50]([Cl:49])[CH:55]=[C:54]([Cl:56])[CH:53]=3)[CH:17]=2)[N:12]=1)=[O:10])[C:2]1[CH:7]=[CH:6][CH:5]=[CH:4][CH:3]=1. Given the reactants [CH2:1]([O:8][C:9]([C:11]1[CH:20]=[C:19]([O:21][CH2:22][C:23]2[CH:28]=[CH:27][CH:26]=[CH:25][CH:24]=2)[C:18]2[C:13](=[C:14]([O:30][CH2:31][C:32]3[CH:37]=[CH:36][CH:35]=[CH:34][CH:33]=3)[CH:15]=[C:16](Br)[CH:17]=2)[N:12]=1)=[O:10])[C:2]1[CH:7]=[CH:6][CH:5]=[CH:4][CH:3]=1.COC1C=CC(B(O)O)=CC=1.[Cl:49][C:50]1[CH:51]=[C:52](B(O)O)[CH:53]=[C:54]([Cl:56])[CH:55]=1, predict the reaction product.